From a dataset of Catalyst prediction with 721,799 reactions and 888 catalyst types from USPTO. Predict which catalyst facilitates the given reaction. (1) Reactant: [F:1][C:2]1[CH:7]=[CH:6][C:5]([C:8]2[C:18]([C:19]3[CH:20]=[CH:21][C:22](=[O:32])[N:23]([C:25]4[CH:30]=[CH:29][CH:28]=[CH:27][C:26]=4[CH3:31])[N:24]=3)=[C:11]3[NH:12][CH2:13][CH:14]([CH2:16][OH:17])[CH2:15][N:10]3[N:9]=2)=[CH:4][CH:3]=1.[C:33](OC(=O)C)(=[O:35])[CH3:34]. Product: [C:33]([O:17][CH2:16][CH:14]1[CH2:15][N:10]2[N:9]=[C:8]([C:5]3[CH:4]=[CH:3][C:2]([F:1])=[CH:7][CH:6]=3)[C:18]([C:19]3[CH:20]=[CH:21][C:22](=[O:32])[N:23]([C:25]4[CH:30]=[CH:29][CH:28]=[CH:27][C:26]=4[CH3:31])[N:24]=3)=[C:11]2[NH:12][CH2:13]1)(=[O:35])[CH3:34]. The catalyst class is: 17. (2) Reactant: [F:1][C:2]1[CH:3]=[CH:4][C:5]([C:26]2[C:31]([CH3:32])=[CH:30][C:29]([OH:33])=[CH:28][C:27]=2[CH3:34])=[C:6]2[C:10]=1[C@H:9]([O:11][C:12]1[CH:25]=[CH:24][C:15]3[C@H:16]([CH2:19][C:20]([O:22][CH3:23])=[O:21])[CH2:17][O:18][C:14]=3[CH:13]=1)[CH2:8][CH2:7]2.Cl[CH2:36][C:37]1[O:38][CH:39]=[CH:40][N:41]=1.C(=O)([O-])[O-].[K+].[K+]. Product: [CH3:34][C:27]1[CH:28]=[C:29]([O:33][CH2:36][C:37]2[O:38][CH:39]=[CH:40][N:41]=2)[CH:30]=[C:31]([CH3:32])[C:26]=1[C:5]1[CH:4]=[CH:3][C:2]([F:1])=[C:10]2[C:6]=1[CH2:7][CH2:8][C@H:9]2[O:11][C:12]1[CH:25]=[CH:24][C:15]2[C@H:16]([CH2:19][C:20]([O:22][CH3:23])=[O:21])[CH2:17][O:18][C:14]=2[CH:13]=1. The catalyst class is: 9. (3) Reactant: [NH2:1][C:2]1[C:15]([O:16][CH2:17][C:18]2[CH:23]=[CH:22][CH:21]=[CH:20][CH:19]=2)=[CH:14][C:13]2[C@:12]34[CH2:24][CH2:25][N:26]([C:27]([O:29][CH2:30][C:31]5[CH:36]=[CH:35][CH:34]=[CH:33][CH:32]=5)=[O:28])[C@@H:6]([C@@H:7]3[CH2:8][CH2:9][CH2:10][CH2:11]4)[CH2:5][C:4]=2[CH:3]=1.Cl[C:38]1[CH:47]=[CH:46][CH:45]=[CH:44][C:39]=1[C:40]([O:42][CH3:43])=[O:41].C1C=CC(P(C2C(C3C(P(C4C=CC=CC=4)C4C=CC=CC=4)=CC=C4C=3C=CC=C4)=C3C(C=CC=C3)=CC=2)C2C=CC=CC=2)=CC=1.CC(C)([O-])C.[Na+]. Product: [CH2:17]([O:16][C:15]1[C:2]([NH:1][C:38]2[CH:47]=[CH:46][CH:45]=[CH:44][C:39]=2[C:40]([O:42][CH3:43])=[O:41])=[CH:3][C:4]2[CH2:5][C@H:6]3[N:26]([C:27]([O:29][CH2:30][C:31]4[CH:32]=[CH:33][CH:34]=[CH:35][CH:36]=4)=[O:28])[CH2:25][CH2:24][C@@:12]4([C:13]=2[CH:14]=1)[C@H:7]3[CH2:8][CH2:9][CH2:10][CH2:11]4)[C:18]1[CH:23]=[CH:22][CH:21]=[CH:20][CH:19]=1. The catalyst class is: 222. (4) Reactant: [NH2:1][C:2]1[CH:7]=[CH:6][C:5]([C:8]2[CH:13]=[CH:12][C:11]([C:14]([C@@H:16]3[CH2:18][C@H:17]3[C:19]([O:21][CH3:22])=[O:20])=[O:15])=[CH:10][CH:9]=2)=[CH:4][CH:3]=1.[Cl:23][C:24]1[CH:29]=[CH:28][CH:27]=[CH:26][C:25]=1[N:30]=[C:31]=[O:32]. Product: [Cl:23][C:24]1[CH:29]=[CH:28][CH:27]=[CH:26][C:25]=1[NH:30][C:31]([NH:1][C:2]1[CH:3]=[CH:4][C:5]([C:8]2[CH:13]=[CH:12][C:11]([C:14]([C@@H:16]3[CH2:18][C@H:17]3[C:19]([O:21][CH3:22])=[O:20])=[O:15])=[CH:10][CH:9]=2)=[CH:6][CH:7]=1)=[O:32]. The catalyst class is: 4.